This data is from Forward reaction prediction with 1.9M reactions from USPTO patents (1976-2016). The task is: Predict the product of the given reaction. (1) Given the reactants [F:1][C:2]1[CH:3]=[C:4]2[C:17](=[CH:18][C:19]=1[F:20])[C:16]1[C:7](=[C:8]3[C:13](=[CH:14][CH:15]=1)[CH:12]=[C:11]([OH:21])[CH:10]=[CH:9]3)[C:6](OC)([C:22]1[CH:27]=[CH:26][C:25]([O:28][CH2:29][CH2:30][N:31]3[CH2:36][CH2:35][CH2:34][CH2:33][CH2:32]3)=[CH:24][CH:23]=1)[O:5]2.C(N(CC)CC)C.FC(F)(F)C(O)=O.C(=O)(O)[O-].[Na+], predict the reaction product. The product is: [F:1][C:2]1[CH:3]=[C:4]2[C:17](=[CH:18][C:19]=1[F:20])[C:16]1[C:7](=[C:8]3[C:13](=[CH:14][CH:15]=1)[CH:12]=[C:11]([OH:21])[CH:10]=[CH:9]3)[CH:6]([C:22]1[CH:23]=[CH:24][C:25]([O:28][CH2:29][CH2:30][N:31]3[CH2:32][CH2:33][CH2:34][CH2:35][CH2:36]3)=[CH:26][CH:27]=1)[O:5]2. (2) Given the reactants [Br:1][C:2]1[CH:3]=[CH:4][C:5]([CH2:21][OH:22])=[C:6]([NH:8][S:9]([C:12]2[CH:17]=[C:16]([Cl:18])[CH:15]=[CH:14][C:13]=2[O:19][CH3:20])(=[O:11])=[O:10])[CH:7]=1.O.[C:24]1(C)C=CC(S(O)(=O)=O)=CC=1.C(OCOCC)C, predict the reaction product. The product is: [Br:1][C:2]1[CH:3]=[CH:4][C:5]2[CH2:21][O:22][CH2:24][N:8]([S:9]([C:12]3[CH:17]=[C:16]([Cl:18])[CH:15]=[CH:14][C:13]=3[O:19][CH3:20])(=[O:11])=[O:10])[C:6]=2[CH:7]=1. (3) Given the reactants [Cl:1][C:2]1[CH:3]=[C:4]([C:9]2[CH:17]=[CH:16][CH:15]=[C:14]3[C:10]=2[CH:11]=[CH:12][NH:13]3)[CH:5]=[CH:6][C:7]=1[F:8].[Br-].[Br-].[Br-].[NH+]1C=CC=CC=1.[NH+]1C=CC=CC=1.[NH+]1C=CC=CC=1.C(O)(=[O:41])C, predict the reaction product. The product is: [Cl:1][C:2]1[CH:3]=[C:4]([C:9]2[CH:17]=[CH:16][CH:15]=[C:14]3[C:10]=2[CH2:11][C:12](=[O:41])[NH:13]3)[CH:5]=[CH:6][C:7]=1[F:8]. (4) Given the reactants CS[C:3](=[N:12][CH2:13][Si](C)(C)C)[C:4]1[CH:9]=[CH:8][C:7]([Br:10])=[C:6]([Cl:11])[CH:5]=1.[Cl:18][C:19]1[CH:20]=[C:21]([C:26](=[CH2:31])[C:27]([F:30])([F:29])[F:28])[CH:22]=[C:23]([Cl:25])[CH:24]=1.[F-].C([N+](CCCC)(CCCC)CCCC)CCC, predict the reaction product. The product is: [Br:10][C:7]1[CH:8]=[CH:9][C:4]([C:3]2[CH2:31][C:26]([C:21]3[CH:22]=[C:23]([Cl:25])[CH:24]=[C:19]([Cl:18])[CH:20]=3)([C:27]([F:28])([F:30])[F:29])[CH2:13][N:12]=2)=[CH:5][C:6]=1[Cl:11]. (5) Given the reactants [CH3:1][C:2]1[O:3][C:4]2[CH:13]=[C:12]([O:14][C:15]3[CH:20]=[CH:19][N:18]=[C:17]4[CH:21]=[CH:22][S:23][C:16]=34)[CH:11]=[CH:10][C:5]=2[C:6]=1[C:7](Cl)=[O:8].[CH3:24][C:25]1[NH:29][N:28]=[C:27]([NH2:30])[CH:26]=1, predict the reaction product. The product is: [CH3:24][C:25]1[NH:29][N:28]=[C:27]([NH:30][C:7]([C:6]2[C:5]3[CH:10]=[CH:11][C:12]([O:14][C:15]4[CH:20]=[CH:19][N:18]=[C:17]5[CH:21]=[CH:22][S:23][C:16]=45)=[CH:13][C:4]=3[O:3][C:2]=2[CH3:1])=[O:8])[CH:26]=1. (6) Given the reactants [C:1](Cl)(=O)[C:2](Cl)=O.CS(C)=O.[Cl:11][C:12]1[CH:26]=[CH:25][CH:24]=[CH:23][C:13]=1[C:14]([N:16]1[CH2:20][CH2:19][CH2:18][CH:17]1[CH2:21][OH:22])=[O:15].C(N(CC)CC)C.C([Mg]Br)C.[Cl-].[NH4+], predict the reaction product. The product is: [Cl:11][C:12]1[CH:26]=[CH:25][CH:24]=[CH:23][C:13]=1[C:14]([N:16]1[CH2:20][CH2:19][CH2:18][C@H:17]1[CH:21]([CH2:1][CH3:2])[OH:22])=[O:15]. (7) The product is: [CH3:9][O:10][C:11](=[O:17])[CH2:12][CH2:13][C:14]([O:1][N:2]1[C:6](=[O:7])[CH2:5][CH2:4][C:3]1=[O:8])=[O:15]. Given the reactants [OH:1][N:2]1[C:6](=[O:7])[CH2:5][CH2:4][C:3]1=[O:8].[CH3:9][O:10][C:11](=[O:17])[CH2:12][CH2:13][C:14](Cl)=[O:15].C(N(CC)CC)C, predict the reaction product.